Dataset: Full USPTO retrosynthesis dataset with 1.9M reactions from patents (1976-2016). Task: Predict the reactants needed to synthesize the given product. (1) The reactants are: ClC1N=C(C2SC(C(C)C)=NC=2C2C=C(NS(C3C(F)=CC=CC=3F)(=O)=O)C=CC=2)C=CN=1.[Cl:34][C:35]1[N:40]=[C:39]([C:41]2[S:45][C:44]([CH:46]([CH3:48])[CH3:47])=[N:43][C:42]=2[C:49]2[C:50]([F:56])=[C:51]([CH:53]=[CH:54][CH:55]=2)[NH2:52])[CH:38]=[CH:37][N:36]=1.[CH3:57][C:58]1[CH:63]=[CH:62][CH:61]=[CH:60][C:59]=1[S:64](Cl)(=[O:66])=[O:65]. Given the product [Cl:34][C:35]1[N:40]=[C:39]([C:41]2[S:45][C:44]([CH:46]([CH3:48])[CH3:47])=[N:43][C:42]=2[C:49]2[C:50]([F:56])=[C:51]([NH:52][S:64]([C:59]3[CH:60]=[CH:61][CH:62]=[CH:63][C:58]=3[CH3:57])(=[O:66])=[O:65])[CH:53]=[CH:54][CH:55]=2)[CH:38]=[CH:37][N:36]=1, predict the reactants needed to synthesize it. (2) Given the product [N:1]([C@@H:4]([C@@H:36]([C:43]1[CH:48]=[CH:47][C:46]([Cl:49])=[CH:45][CH:44]=1)[CH:37]1[CH2:38][CH2:39][O:40][CH2:41][CH2:42]1)[C:5]([NH:7][C:8]1[CH:9]=[N:10][CH:11]=[C:12]([F:35])[C:13]=1[CH2:14][CH2:15][C@H:16]([NH:23][S:24]([C:27]1[CH:32]=[CH:31][C:30]([O:33][CH3:34])=[CH:29][CH:28]=1)(=[O:26])=[O:25])[CH2:17][N:18]([CH2:19][C@H:20]([OH:22])[CH3:21])[C:50](=[O:51])[O:52][C:53]([CH3:56])([CH3:55])[CH3:54])=[O:6])=[N+:2]=[N-:3], predict the reactants needed to synthesize it. The reactants are: [N:1]([C@@H:4]([C@@H:36]([C:43]1[CH:48]=[CH:47][C:46]([Cl:49])=[CH:45][CH:44]=1)[CH:37]1[CH2:42][CH2:41][O:40][CH2:39][CH2:38]1)[C:5]([NH:7][C:8]1[CH:9]=[N:10][CH:11]=[C:12]([F:35])[C:13]=1[CH2:14][CH2:15][C@H:16]([NH:23][S:24]([C:27]1[CH:32]=[CH:31][C:30]([O:33][CH3:34])=[CH:29][CH:28]=1)(=[O:26])=[O:25])[CH2:17][NH:18][CH2:19][C@H:20]([OH:22])[CH3:21])=[O:6])=[N+:2]=[N-:3].[C:50](O[C:50]([O:52][C:53]([CH3:56])([CH3:55])[CH3:54])=[O:51])([O:52][C:53]([CH3:56])([CH3:55])[CH3:54])=[O:51].C(N(CC)CC)C.